This data is from Forward reaction prediction with 1.9M reactions from USPTO patents (1976-2016). The task is: Predict the product of the given reaction. (1) Given the reactants [CH3:1][CH:2]1[CH2:7][C:6](=[O:8])[CH2:5][C:4](=[O:9])[CH2:3]1.[Br:10]Br, predict the reaction product. The product is: [Br:10][CH:5]1[C:6](=[O:8])[CH2:7][CH:2]([CH3:1])[CH2:3][C:4]1=[O:9]. (2) Given the reactants [C:1]1([CH2:7][CH2:8][C:9]2[CH:17]=[CH:16][CH:15]=[CH:14][C:10]=2[C:11]([OH:13])=O)[CH:6]=[CH:5][CH:4]=[CH:3][CH:2]=1.[CH3:18][C:19]1[CH:24]=[CH:23][C:22]([C:25]2[CH:30]=[CH:29][C:28]([CH2:31][NH:32][C:33]([C:35]3[N:36]([CH3:41])[CH:37]=[C:38]([NH2:40])[CH:39]=3)=[O:34])=[CH:27][CH:26]=2)=[CH:21][CH:20]=1.CN(C(ON1N=NC2C=CC=CC1=2)=[N+](C)C)C.[B-](F)(F)(F)F.C(N(C(C)C)C(C)C)C, predict the reaction product. The product is: [CH3:18][C:19]1[CH:20]=[CH:21][C:22]([C:25]2[CH:30]=[CH:29][C:28]([CH2:31][NH:32][C:33]([C:35]3[N:36]([CH3:41])[CH:37]=[C:38]([NH:40][C:11]([C:10]4[CH:14]=[CH:15][CH:16]=[CH:17][C:9]=4[CH2:8][CH2:7][C:1]4[CH:2]=[CH:3][CH:4]=[CH:5][CH:6]=4)=[O:13])[CH:39]=3)=[O:34])=[CH:27][CH:26]=2)=[CH:23][CH:24]=1. (3) Given the reactants O[CH:2]([C:16]1[CH:21]=[CH:20][CH:19]=[C:18]([O:22][CH3:23])[CH:17]=1)[C:3]1[NH:11][C:10]2[C:5](=[N:6][CH:7]=[CH:8][C:9]=2[C:12]([O:14][CH3:15])=[O:13])[CH:4]=1.[SiH](CC)(CC)CC.C(O)(C(F)(F)F)=O, predict the reaction product. The product is: [CH3:15][O:14][C:12]([C:9]1[CH:8]=[CH:7][N:6]=[C:5]2[CH:4]=[C:3]([CH2:2][C:16]3[CH:21]=[CH:20][CH:19]=[C:18]([O:22][CH3:23])[CH:17]=3)[NH:11][C:10]=12)=[O:13]. (4) Given the reactants [N:1]1([C:7]2[CH:8]=[CH:9][C:10]3[N:11]([C:13]([C:16]([F:19])([F:18])[F:17])=[N:14][N:15]=3)[N:12]=2)[CH2:6][CH2:5][NH:4][CH2:3][CH2:2]1.[CH3:20][N:21]1[C:29]2[C:24](=[CH:25][CH:26]=[CH:27][CH:28]=2)[CH:23]=[C:22]1[CH:30]=O, predict the reaction product. The product is: [CH3:20][N:21]1[C:29]2[C:24](=[CH:25][CH:26]=[CH:27][CH:28]=2)[CH:23]=[C:22]1[CH2:30][N:4]1[CH2:3][CH2:2][N:1]([C:7]2[CH:8]=[CH:9][C:10]3[N:11]([C:13]([C:16]([F:17])([F:18])[F:19])=[N:14][N:15]=3)[N:12]=2)[CH2:6][CH2:5]1. (5) Given the reactants C([O:4][CH2:5][C:6]([CH3:55])([CH3:54])[CH2:7][N:8]1[C:14]2[CH:15]=[CH:16][C:17]([Cl:19])=[CH:18][C:13]=2[C@@H:12]([C:20]2[CH:25]=[CH:24][CH:23]=[C:22]([O:26][CH3:27])[C:21]=2[O:28][CH3:29])[O:11][C@H:10]([CH2:30][C:31]([NH:33][C:34]2[CH:35]=[CH:36][C:37]3[O:41][C:40]([C:42]([O:44]CC)=[O:43])=[C:39]([O:47][CH2:48][C:49]([OH:51])=[O:50])[C:38]=3[CH:52]=2)=[O:32])[C:9]1=[O:53])(=O)C.[OH-].[Na+].Cl, predict the reaction product. The product is: [Cl:19][C:17]1[CH:16]=[CH:15][C:14]2[N:8]([CH2:7][C:6]([CH3:55])([CH3:54])[CH2:5][OH:4])[C:9](=[O:53])[C@@H:10]([CH2:30][C:31]([NH:33][C:34]3[CH:35]=[CH:36][C:37]4[O:41][C:40]([C:42]([OH:44])=[O:43])=[C:39]([O:47][CH2:48][C:49]([OH:51])=[O:50])[C:38]=4[CH:52]=3)=[O:32])[O:11][C@H:12]([C:20]3[CH:25]=[CH:24][CH:23]=[C:22]([O:26][CH3:27])[C:21]=3[O:28][CH3:29])[C:13]=2[CH:18]=1. (6) Given the reactants [C:1]([C@H:5]1[CH2:10][CH2:9][C@H:8]([O:11][C:12]2[CH:13]=[C:14]3[C:19](=[CH:20][CH:21]=2)[CH:18]=[C:17]([CH:22]=O)[CH:16]=[CH:15]3)[CH2:7][CH2:6]1)([CH3:4])([CH3:3])[CH3:2].[NH2:24][CH2:25][C:26]#[N:27].C(O)(=O)C.[BH-](OC(C)=O)(OC(C)=O)OC(C)=O.[Na+].C([O-])(O)=O.[Na+], predict the reaction product. The product is: [C:1]([C@H:5]1[CH2:10][CH2:9][C@H:8]([O:11][C:12]2[CH:13]=[C:14]3[C:19](=[CH:20][CH:21]=2)[CH:18]=[C:17]([CH2:22][NH:27][CH2:26][C:25]#[N:24])[CH:16]=[CH:15]3)[CH2:7][CH2:6]1)([CH3:4])([CH3:3])[CH3:2]. (7) The product is: [OH:45][NH:44][C:4](=[O:3])[CH2:5][CH2:6][CH2:7][CH2:8][CH2:9][C:30](=[O:31])[C:29]1[CH:33]=[CH:34][C:26]([O:25][CH3:24])=[CH:27][CH:28]=1. Given the reactants C([O:3][C:4](=O)[CH2:5][CH2:6][CH2:7][CH2:8][CH2:9]I)C.C(OC(=O)CCCCCCI)C.[CH3:24][O:25][C:26]1[CH:34]=[CH:33][C:29]([C:30](Cl)=[O:31])=[CH:28][CH:27]=1.C(Cl)(=O)C1C=CC=CC=1.[NH2:44][OH:45].Cl, predict the reaction product. (8) The product is: [CH3:19][O:18][C:16]([C@@:5]1([CH3:4])[CH2:9][CH2:8][C@@H:7]([C:10]([OH:12])=[O:11])[C:6]1([CH3:15])[CH3:14])=[O:17]. Given the reactants O.[OH-].[Li+].[CH3:4][C@:5]1([C:16]([O:18][CH3:19])=[O:17])[CH2:9][CH2:8][C@@H:7]([C:10]([O:12]C)=[O:11])[C:6]1([CH3:15])[CH3:14], predict the reaction product. (9) Given the reactants [N:1]1[CH:6]=[CH:5][CH:4]=[CH:3][C:2]=1[C@H:7]([CH:9]1[CH2:13][CH2:12][CH2:11][O:10]1)O.S(Cl)([Cl:16])=O, predict the reaction product. The product is: [Cl:16][C@@H:7]([CH:9]1[CH2:13][CH2:12][CH2:11][O:10]1)[C:2]1[CH:3]=[CH:4][CH:5]=[CH:6][N:1]=1. (10) Given the reactants Cl[C:2]1[N:3]=[N:4][C:5]([N:8]2[CH2:13][CH2:12][CH:11]([O:14][C:15]3[CH:20]=[CH:19][CH:18]=[CH:17][C:16]=3[C:21]([F:24])([F:23])[F:22])[CH2:10][CH2:9]2)=[CH:6][CH:7]=1.[CH3:25][O-:26].[Na+], predict the reaction product. The product is: [CH3:25][O:26][C:2]1[N:3]=[N:4][C:5]([N:8]2[CH2:13][CH2:12][CH:11]([O:14][C:15]3[CH:20]=[CH:19][CH:18]=[CH:17][C:16]=3[C:21]([F:24])([F:23])[F:22])[CH2:10][CH2:9]2)=[CH:6][CH:7]=1.